This data is from Forward reaction prediction with 1.9M reactions from USPTO patents (1976-2016). The task is: Predict the product of the given reaction. (1) Given the reactants [Br:1][C:2]1[C:9]([OH:10])=[CH:8][CH:7]=[CH:6][C:3]=1C=O.Br[CH2:12][CH:13]1[CH2:15][CH2:14]1.[C:16]([O-:19])([O-])=O.[K+].[K+], predict the reaction product. The product is: [Br:1][C:2]1[CH:3]=[CH:6][CH:7]=[C:8]([C:16]=1[O:19][CH2:12][CH:13]1[CH2:15][CH2:14]1)[CH:9]=[O:10]. (2) Given the reactants [P:1]([O:13][CH2:14][N:15]1[C:19]2=[N:20][CH:21]=[C:22]3[CH:26]=[N:25][N:24]([CH3:27])[C:23]3=[C:18]2[CH:17]=[C:16]1[C:28]1[C:36]2[C:31](=[CH:32][CH:33]=[C:34]([O:37][CH3:38])[CH:35]=2)[N:30]([CH3:39])[CH:29]=1)([O:8]C(C)(C)C)([O:3]C(C)(C)C)=[O:2].C(O)(C(F)(F)F)=O, predict the reaction product. The product is: [P:1]([OH:3])([OH:8])([O:13][CH2:14][N:15]1[C:19]2=[N:20][CH:21]=[C:22]3[CH:26]=[N:25][N:24]([CH3:27])[C:23]3=[C:18]2[CH:17]=[C:16]1[C:28]1[C:36]2[C:31](=[CH:32][CH:33]=[C:34]([O:37][CH3:38])[CH:35]=2)[N:30]([CH3:39])[CH:29]=1)=[O:2]. (3) Given the reactants [NH2:1][CH:2]([C:6]1[CH:11]=[CH:10][C:9]([F:12])=[C:8]([O:13][C:14]2[CH:19]=[CH:18][CH:17]=[CH:16][CH:15]=2)[C:7]=1[F:20])[C:3]([OH:5])=[O:4].S(Cl)(Cl)=O.[CH3:25]O, predict the reaction product. The product is: [CH3:25][O:4][C:3](=[O:5])[CH:2]([NH2:1])[C:6]1[CH:11]=[CH:10][C:9]([F:12])=[C:8]([O:13][C:14]2[CH:15]=[CH:16][CH:17]=[CH:18][CH:19]=2)[C:7]=1[F:20].